This data is from Peptide-MHC class II binding affinity with 134,281 pairs from IEDB. The task is: Regression. Given a peptide amino acid sequence and an MHC pseudo amino acid sequence, predict their binding affinity value. This is MHC class II binding data. (1) The peptide sequence is YDKFTANVSTVLTGK. The MHC is DRB1_1001 with pseudo-sequence DRB1_1001. The binding affinity (normalized) is 0.439. (2) The peptide sequence is VAPIEHIASMRRNYF. The MHC is DRB1_0404 with pseudo-sequence DRB1_0404. The binding affinity (normalized) is 0.657. (3) The peptide sequence is FPTIPLSRLFDNAML. The MHC is DRB1_0401 with pseudo-sequence DRB1_0401. The binding affinity (normalized) is 0.498. (4) The peptide sequence is AAVPGKNVVNVQTKP. The MHC is DRB1_0801 with pseudo-sequence DRB1_0801. The binding affinity (normalized) is 0. (5) The peptide sequence is FTTTLFLHLVGFPTH. The MHC is DRB1_0802 with pseudo-sequence DRB1_0802. The binding affinity (normalized) is 0.105. (6) The peptide sequence is VEDEARRMWASAQNI. The MHC is DRB1_0901 with pseudo-sequence DRB1_0901. The binding affinity (normalized) is 0.455. (7) The peptide sequence is TANVPPADKYKTLEA. The MHC is DRB4_0101 with pseudo-sequence DRB4_0103. The binding affinity (normalized) is 0.0418.